From a dataset of NCI-60 drug combinations with 297,098 pairs across 59 cell lines. Regression. Given two drug SMILES strings and cell line genomic features, predict the synergy score measuring deviation from expected non-interaction effect. (1) Drug 1: B(C(CC(C)C)NC(=O)C(CC1=CC=CC=C1)NC(=O)C2=NC=CN=C2)(O)O. Drug 2: CCC1=C2CN3C(=CC4=C(C3=O)COC(=O)C4(CC)O)C2=NC5=C1C=C(C=C5)O. Cell line: NCI-H460. Synergy scores: CSS=76.3, Synergy_ZIP=3.86, Synergy_Bliss=4.68, Synergy_Loewe=6.40, Synergy_HSA=8.05. (2) Drug 1: C1=CC(=CC=C1CCC2=CNC3=C2C(=O)NC(=N3)N)C(=O)NC(CCC(=O)O)C(=O)O. Drug 2: CS(=O)(=O)OCCCCOS(=O)(=O)C. Cell line: A498. Synergy scores: CSS=25.1, Synergy_ZIP=0.486, Synergy_Bliss=2.61, Synergy_Loewe=-0.582, Synergy_HSA=3.72. (3) Cell line: ACHN. Drug 1: CCC1=CC2CC(C3=C(CN(C2)C1)C4=CC=CC=C4N3)(C5=C(C=C6C(=C5)C78CCN9C7C(C=CC9)(C(C(C8N6C)(C(=O)OC)O)OC(=O)C)CC)OC)C(=O)OC.C(C(C(=O)O)O)(C(=O)O)O. Drug 2: C1=CC=C(C=C1)NC(=O)CCCCCCC(=O)NO. Synergy scores: CSS=30.6, Synergy_ZIP=-3.85, Synergy_Bliss=0.189, Synergy_Loewe=-5.20, Synergy_HSA=1.42. (4) Drug 1: CC(C)CN1C=NC2=C1C3=CC=CC=C3N=C2N. Drug 2: CC12CCC3C(C1CCC2OP(=O)(O)O)CCC4=C3C=CC(=C4)OC(=O)N(CCCl)CCCl.[Na+]. Cell line: EKVX. Synergy scores: CSS=6.14, Synergy_ZIP=-2.82, Synergy_Bliss=-0.509, Synergy_Loewe=-1.13, Synergy_HSA=-1.20. (5) Drug 1: C1=CC=C(C(=C1)C(C2=CC=C(C=C2)Cl)C(Cl)Cl)Cl. Drug 2: C(CN)CNCCSP(=O)(O)O. Cell line: NCI-H460. Synergy scores: CSS=-1.20, Synergy_ZIP=1.36, Synergy_Bliss=1.79, Synergy_Loewe=0.180, Synergy_HSA=-0.0375. (6) Drug 1: C1C(C(OC1N2C=NC3=C(N=C(N=C32)Cl)N)CO)O. Drug 2: CC1=C2C(C(=O)C3(C(CC4C(C3C(C(C2(C)C)(CC1OC(=O)C(C(C5=CC=CC=C5)NC(=O)OC(C)(C)C)O)O)OC(=O)C6=CC=CC=C6)(CO4)OC(=O)C)O)C)O. Cell line: A498. Synergy scores: CSS=-0.305, Synergy_ZIP=-3.72, Synergy_Bliss=2.98, Synergy_Loewe=-1.40, Synergy_HSA=-0.930. (7) Synergy scores: CSS=4.17, Synergy_ZIP=2.19, Synergy_Bliss=2.50, Synergy_Loewe=1.31, Synergy_HSA=0.165. Cell line: SK-MEL-28. Drug 2: CCC1(CC2CC(C3=C(CCN(C2)C1)C4=CC=CC=C4N3)(C5=C(C=C6C(=C5)C78CCN9C7C(C=CC9)(C(C(C8N6C)(C(=O)OC)O)OC(=O)C)CC)OC)C(=O)OC)O.OS(=O)(=O)O. Drug 1: C1=NC(=NC(=O)N1C2C(C(C(O2)CO)O)O)N. (8) Drug 2: C1C(C(OC1N2C=NC(=NC2=O)N)CO)O. Cell line: SN12C. Drug 1: CC1=C2C(C(=O)C3(C(CC4C(C3C(C(C2(C)C)(CC1OC(=O)C(C(C5=CC=CC=C5)NC(=O)C6=CC=CC=C6)O)O)OC(=O)C7=CC=CC=C7)(CO4)OC(=O)C)O)C)OC(=O)C. Synergy scores: CSS=17.2, Synergy_ZIP=-12.5, Synergy_Bliss=-13.5, Synergy_Loewe=-20.8, Synergy_HSA=-13.4. (9) Drug 1: CC1CCC2CC(C(=CC=CC=CC(CC(C(=O)C(C(C(=CC(C(=O)CC(OC(=O)C3CCCCN3C(=O)C(=O)C1(O2)O)C(C)CC4CCC(C(C4)OC)OCCO)C)C)O)OC)C)C)C)OC. Drug 2: CN(C(=O)NC(C=O)C(C(C(CO)O)O)O)N=O. Cell line: PC-3. Synergy scores: CSS=0.916, Synergy_ZIP=-4.32, Synergy_Bliss=-7.49, Synergy_Loewe=-14.7, Synergy_HSA=-8.78.